From a dataset of Catalyst prediction with 721,799 reactions and 888 catalyst types from USPTO. Predict which catalyst facilitates the given reaction. Reactant: [F:1][C:2]([F:12])([F:11])[C:3]1[CH:10]=[CH:9][C:6]([C:7]#[N:8])=[CH:5][CH:4]=1.OO.C([O-])([O-])=[O:16].[K+].[K+]. The catalyst class is: 16. Product: [F:1][C:2]([F:11])([F:12])[C:3]1[CH:10]=[CH:9][C:6]([C:7]([NH2:8])=[O:16])=[CH:5][CH:4]=1.